The task is: Predict the product of the given reaction.. This data is from Forward reaction prediction with 1.9M reactions from USPTO patents (1976-2016). (1) Given the reactants [S:1]1[CH:5]=[CH:4][CH:3]=[C:2]1[S:6]([NH2:9])(=[O:8])=[O:7].[C:10]1([C:20]2[CH:25]=[CH:24][CH:23]=[CH:22][CH:21]=2)[CH:15]=[CH:14][C:13]([S:16](Cl)(=[O:18])=[O:17])=[CH:12][CH:11]=1, predict the reaction product. The product is: [C:10]1([C:20]2[CH:25]=[CH:24][CH:23]=[CH:22][CH:21]=2)[CH:15]=[CH:14][C:13]([S:16]([NH2:9])(=[O:18])=[O:17])=[CH:12][CH:11]=1.[S:1]1[CH:5]=[CH:4][CH:3]=[C:2]1[S:6]([NH2:9])(=[O:8])=[O:7]. (2) The product is: [Br:15][C:16]1[N:17]=[CH:18][C:19]([C:20]([N:11]2[CH2:12][CH2:13][CH:8]([O:7][C:4]3[CH:3]=[CH:2][C:1]([CH3:14])=[CH:6][CH:5]=3)[CH2:9][CH2:10]2)=[O:21])=[CH:23][CH:24]=1. Given the reactants [C:1]1([CH3:14])[CH:6]=[CH:5][C:4]([O:7][CH:8]2[CH2:13][CH2:12][NH:11][CH2:10][CH2:9]2)=[CH:3][CH:2]=1.[Br:15][C:16]1[CH:24]=[CH:23][C:19]([C:20](O)=[O:21])=[CH:18][N:17]=1.O.[Cl-].COC1N=C(OC)N=C([N+]2(C)CCOCC2)N=1.C(Cl)(Cl)Cl, predict the reaction product. (3) The product is: [CH2:23]([O:19][C:18](=[O:20])[CH2:17][C:12]1[NH:11][C:10]2[CH:21]=[CH:22][C:7]([OH:6])=[CH:8][C:9]=2[S:14](=[O:16])(=[O:15])[N:13]=1)[CH3:24]. Given the reactants OS(O)(=O)=O.[OH:6][C:7]1[CH:22]=[CH:21][C:10]2[NH:11][C:12]([CH2:17][C:18]([OH:20])=[O:19])=[N:13][S:14](=[O:16])(=[O:15])[C:9]=2[CH:8]=1.[CH3:23][CH2:24]O, predict the reaction product. (4) Given the reactants Cl.[F:2][C:3]1[CH:11]=[C:10]2[C:6]([C:7]([C:21]3[CH:22]=[CH:23][C:24]([NH2:27])=[N:25][CH:26]=3)=[CH:8][N:9]2[S:12]([C:15]2[CH:20]=[CH:19][CH:18]=[CH:17][CH:16]=2)(=[O:14])=[O:13])=[CH:5][CH:4]=1.Cl[C:29]([O:31][C:32]1[CH:37]=[CH:36][CH:35]=[CH:34][CH:33]=1)=[O:30], predict the reaction product. The product is: [F:2][C:3]1[CH:11]=[C:10]2[C:6]([C:7]([C:21]3[CH:22]=[CH:23][C:24]([NH:27][C:29](=[O:30])[O:31][C:32]4[CH:37]=[CH:36][CH:35]=[CH:34][CH:33]=4)=[N:25][CH:26]=3)=[CH:8][N:9]2[S:12]([C:15]2[CH:16]=[CH:17][CH:18]=[CH:19][CH:20]=2)(=[O:13])=[O:14])=[CH:5][CH:4]=1. (5) Given the reactants [CH:1]1([CH2:7][NH:8][C:9]2[C:14]([N+:15]([O-:17])=[O:16])=[CH:13][C:12]([NH:18][C:19]3[CH:24]=[CH:23][CH:22]=[CH:21][CH:20]=3)=[C:11](F)[CH:10]=2)[CH2:6][CH2:5][CH2:4][CH2:3][CH2:2]1.[CH3:26][N:27]1[CH2:32][CH2:31][NH:30][CH2:29][CH2:28]1.CCN(C(C)C)C(C)C.O, predict the reaction product. The product is: [CH:1]1([CH2:7][NH:8][C:9]2[C:14]([N+:15]([O-:17])=[O:16])=[CH:13][C:12]([NH:18][C:19]3[CH:24]=[CH:23][CH:22]=[CH:21][CH:20]=3)=[C:11]([N:30]3[CH2:31][CH2:32][N:27]([CH3:26])[CH2:28][CH2:29]3)[CH:10]=2)[CH2:6][CH2:5][CH2:4][CH2:3][CH2:2]1. (6) Given the reactants O1CCCC1.[CH2:6]([O:13][C:14]1[CH:19]=[CH:18][NH:17][C:16](=[O:20])[CH:15]=1)[C:7]1[CH:12]=[CH:11][CH:10]=[CH:9][CH:8]=1.CC(C)([O-])C.[K+].Br[CH2:28][C:29]([O:31][C:32]([CH3:35])([CH3:34])[CH3:33])=[O:30], predict the reaction product. The product is: [CH2:6]([O:13][C:14]1[CH:19]=[CH:18][N:17]([CH2:28][C:29]([O:31][C:32]([CH3:35])([CH3:34])[CH3:33])=[O:30])[C:16](=[O:20])[CH:15]=1)[C:7]1[CH:8]=[CH:9][CH:10]=[CH:11][CH:12]=1. (7) Given the reactants [C:1]([C@@H:4]1[CH2:9][N:8]([CH2:10][C:11]2[CH:16]=[CH:15][C:14]([F:17])=[CH:13][CH:12]=2)[CH2:7][CH2:6][N:5]1[C:18](=[O:32])/[CH:19]=[CH:20]/[C:21]1C=CC(Cl)=C[C:22]=1[NH:28]C(=O)C)(=O)[CH3:2].[ClH:33].[NH2:34][OH:35].C[OH:37], predict the reaction product. The product is: [Cl:33][CH:7]1[CH2:6][N:5]([C:18](=[O:32])/[CH:19]=[CH:20]/[CH2:21][C:22]([NH2:28])=[O:37])[C@H:4]([C:1](=[N:34][OH:35])[CH3:2])[CH2:9][N:8]1[CH2:10][C:11]1[CH:16]=[CH:15][C:14]([F:17])=[CH:13][CH:12]=1. (8) Given the reactants [Cl:1][C:2]1[C:3]([CH3:25])=[C:4]([C:10]2[CH:14]=[C:13]([CH2:15][CH2:16][NH:17]C(=O)OC(C)(C)C)[O:12][N:11]=2)[CH:5]=[CH:6][C:7]=1[C:8]#[N:9].C(O)(C(F)(F)F)=O, predict the reaction product. The product is: [NH2:17][CH2:16][CH2:15][C:13]1[O:12][N:11]=[C:10]([C:4]2[CH:5]=[CH:6][C:7]([C:8]#[N:9])=[C:2]([Cl:1])[C:3]=2[CH3:25])[CH:14]=1.